Dataset: Reaction yield outcomes from USPTO patents with 853,638 reactions. Task: Predict the reaction yield, written as a fraction of the theoretical maximum amount of product (1.0 means a 100% yield; for example, 0.34 means a 34% yield). (1) The reactants are [NH2:1][C:2]1[N:7]=[C:6]([NH2:8])[C:5]([O:9][C:10]2[C:15]([CH:16]([CH3:18])[CH3:17])=[CH:14][C:13]([OH:19])=[C:12]([I:20])[CH:11]=2)=[CH:4][N:3]=1.Br[CH2:22][CH2:23][O:24][Si:25]([C:28](C)(C)C)([CH3:27])[CH3:26].C([O-])([O-])=O.[K+].[K+]. The catalyst is CN(C=O)C. The product is [I:20][C:12]1[C:13]([O:19][CH2:22][CH2:23][O:24][Si:25]([CH3:28])([CH3:27])[CH3:26])=[CH:14][C:15]([CH:16]([CH3:18])[CH3:17])=[C:10]([CH:11]=1)[O:9][C:5]1[C:6]([NH2:8])=[N:7][C:2]([NH2:1])=[N:3][CH:4]=1. The yield is 0.900. (2) The reactants are [NH2:1][C:2]1[CH:7]=[CH:6][C:5]([O:8][C:9](=[O:11])[CH3:10])=[C:4]([CH3:12])[CH:3]=1.CO[CH:15]=[C:16]1[C:21](=[O:22])[O:20][C:19]([CH3:24])([CH3:23])[O:18][C:17]1=[O:25]. The catalyst is CCO. The product is [CH3:23][C:19]1([CH3:24])[O:18][C:17](=[O:25])[C:16](=[CH:15][NH:1][C:2]2[CH:7]=[CH:6][C:5]([O:8][C:9](=[O:11])[CH3:10])=[C:4]([CH3:12])[CH:3]=2)[C:21](=[O:22])[O:20]1. The yield is 0.630.